From a dataset of Forward reaction prediction with 1.9M reactions from USPTO patents (1976-2016). Predict the product of the given reaction. (1) Given the reactants [Br:1][C:2]1[CH:3]=[CH:4][C:5](F)=[C:6]([C:8]([C:10]2[CH:15]=[CH:14][CH:13]=[CH:12][N:11]=2)=O)[CH:7]=1.[CH3:17][NH:18][NH2:19], predict the reaction product. The product is: [Br:1][C:2]1[CH:7]=[C:6]2[C:5](=[CH:4][CH:3]=1)[N:18]([CH3:17])[N:19]=[C:8]2[C:10]1[CH:15]=[CH:14][CH:13]=[CH:12][N:11]=1. (2) Given the reactants B(F)(F)F.CCOCC.[CH3:10][C:11]1[C:12]([OH:20])=[C:13]([CH3:19])[C:14]([CH3:18])=[C:15]([CH:17]=1)[OH:16].[F:21][C:22]1[CH:27]=[CH:26][C:25]([CH:28]2[O:33][C:31](=[O:32])[CH2:30][CH2:29]2)=[CH:24][CH:23]=1, predict the reaction product. The product is: [OH:16][C:15]1[C:14]([CH3:18])=[C:13]([CH3:19])[C:12]([OH:20])=[C:11]([CH3:10])[C:17]=1[CH:28]([C:25]1[CH:26]=[CH:27][C:22]([F:21])=[CH:23][CH:24]=1)[CH2:29][CH2:30][C:31]([OH:33])=[O:32]. (3) Given the reactants [O:1]1[C:6]2[CH:7]=[CH:8][C:9]([CH2:11][N:12]([CH:20]3[CH2:25][CH2:24][N:23]([CH2:26][CH2:27][N:28]4[C:37]5[C:32](=[CH:33][CH:34]=[C:35]([N:38]([CH3:40])[CH3:39])[CH:36]=5)[C:31]([CH3:41])=[CH:30][C:29]4=[O:42])[CH2:22][CH2:21]3)C(=O)OC(C)(C)C)=[CH:10][C:5]=2[O:4][CH2:3][CH2:2]1.[ClH:43].O1CCOCC1, predict the reaction product. The product is: [ClH:43].[O:1]1[C:6]2[CH:7]=[CH:8][C:9]([CH2:11][NH:12][CH:20]3[CH2:25][CH2:24][N:23]([CH2:26][CH2:27][N:28]4[C:37]5[C:32](=[CH:33][CH:34]=[C:35]([N:38]([CH3:39])[CH3:40])[CH:36]=5)[C:31]([CH3:41])=[CH:30][C:29]4=[O:42])[CH2:22][CH2:21]3)=[CH:10][C:5]=2[O:4][CH2:3][CH2:2]1. (4) Given the reactants COC(C1C=C(O)C2C(=C(OCC3C=CC=CC=3)C=C(C#CCOCC3C=CC=CC=3)C=2)N=1)=O.[CH3:35][O:36][C:37]([C:39]1[CH:48]=[C:47]([OH:49])[C:46]2[C:41](=[C:42]([O:57][CH3:58])[CH:43]=[C:44]([C:50]#[C:51][CH2:52][CH2:53][CH2:54][CH2:55][CH3:56])[CH:45]=2)[N:40]=1)=[O:38], predict the reaction product. The product is: [CH3:35][O:36][C:37]([C:39]1[CH:48]=[C:47]([OH:49])[C:46]2[C:41](=[C:42]([O:57][CH3:58])[CH:43]=[C:44]([CH2:50][CH2:51][CH2:52][CH2:53][CH2:54][CH2:55][CH3:56])[CH:45]=2)[N:40]=1)=[O:38]. (5) Given the reactants [Cl:1][CH2:2][C:3]([NH:5][CH2:6][C@H:7]1[C@H:13]([C:14]2[CH:19]=[CH:18][C:17]([Cl:20])=[C:16]([F:21])[CH:15]=2)[O:12][CH2:11][CH2:10][N:9](C(OC(C)(C)C)=O)[CH2:8]1)=[O:4].[ClH:29].[CH:30]12[O:37][CH:34]([CH2:35][CH2:36]1)[CH2:33][NH:32][CH2:31]2, predict the reaction product. The product is: [ClH:1].[ClH:29].[Cl:20][C:17]1[CH:18]=[CH:19][C:14]([C@@H:13]2[O:12][CH2:11][CH2:10][NH:9][CH2:8][C@H:7]2[CH2:6][NH:5][C:3](=[O:4])[CH2:2][N:32]2[CH2:31][CH:30]3[O:37][CH:34]([CH2:35][CH2:36]3)[CH2:33]2)=[CH:15][C:16]=1[F:21]. (6) Given the reactants N1C=CC=CC=1.[Br:7][C:8]1[CH:9]=[C:10]2[C:15](=[CH:16][CH:17]=1)[N:14]([C:18](=[O:20])[CH3:19])[C@@H:13]([CH3:21])[CH2:12][NH:11]2.[Cl:22][C:23](Cl)([O:25]C(=O)OC(Cl)(Cl)Cl)Cl, predict the reaction product. The product is: [C:18]([N:14]1[C:15]2[C:10](=[CH:9][C:8]([Br:7])=[CH:17][CH:16]=2)[N:11]([C:23]([Cl:22])=[O:25])[CH2:12][C@@H:13]1[CH3:21])(=[O:20])[CH3:19]. (7) The product is: [C:9]([O:8][C:6](=[O:7])[CH:5]([C:3]#[N:4])[C:16]1[CH:21]=[CH:20][N:19]=[C:18]([S:22][CH3:23])[N:17]=1)([CH3:12])([CH3:11])[CH3:10]. Given the reactants [H-].[Na+].[C:3]([CH2:5][C:6]([O:8][C:9]([CH3:12])([CH3:11])[CH3:10])=[O:7])#[N:4].[H][H].Cl[C:16]1[CH:21]=[CH:20][N:19]=[C:18]([S:22][CH3:23])[N:17]=1, predict the reaction product. (8) The product is: [C:1]([O:5][C:6](=[O:7])[N:8]([CH2:18][C:19]([N:22]1[CH2:29][CH2:28][CH2:27][CH:23]1[C:24](=[O:25])[NH2:26])=[O:21])[CH2:9][CH2:10][O:11][CH:12]1[CH2:17][CH2:16][CH2:15][CH2:14][O:13]1)([CH3:2])([CH3:3])[CH3:4]. Given the reactants [C:1]([O:5][C:6]([N:8]([CH2:18][C:19]([OH:21])=O)[CH2:9][CH2:10][O:11][CH:12]1[CH2:17][CH2:16][CH2:15][CH2:14][O:13]1)=[O:7])([CH3:4])([CH3:3])[CH3:2].[NH:22]1[CH2:29][CH2:28][CH2:27][C@H:23]1[C:24]([NH2:26])=[O:25].Cl.CN(C)CCCN=C=NCC.ON1C2C=CC=CC=2N=N1.CN1CCOCC1, predict the reaction product. (9) Given the reactants [CH3:1][N:2]1[CH2:11][CH:10]([C:12]2[CH:17]=[CH:16][C:15]([S:18][CH3:19])=[CH:14][CH:13]=2)[C:9]2[C:4](=[CH:5][C:6]([OH:20])=[CH:7][CH:8]=2)[CH2:3]1.Br[C:22]1[CH:27]=[C:26]([CH2:28][N:29]2[CH2:34][CH2:33][CH2:32][CH2:31][CH2:30]2)[CH:25]=[CH:24][N:23]=1.C([O-])([O-])=O.[Cs+].[Cs+].CN1CCCC1, predict the reaction product. The product is: [CH3:1][N:2]1[CH2:11][CH:10]([C:12]2[CH:17]=[CH:16][C:15]([S:18][CH3:19])=[CH:14][CH:13]=2)[C:9]2[C:4](=[CH:5][C:6]([O:20][C:24]3[CH:25]=[C:26]([CH2:28][N:29]4[CH2:30][CH2:31][CH2:32][CH2:33][CH2:34]4)[CH:27]=[CH:22][N:23]=3)=[CH:7][CH:8]=2)[CH2:3]1. (10) Given the reactants [C:1]([OH:12])(=[O:11])[C:2]1[CH:10]=[CH:9][CH:8]=[C:4]([C:5]([OH:7])=[O:6])[CH:3]=1.C(O)(=O)C, predict the reaction product. The product is: [CH:2]1([C:1]([OH:12])=[O:11])[CH2:10][CH2:9][CH2:8][CH:4]([C:5]([OH:7])=[O:6])[CH2:3]1.